Dataset: Forward reaction prediction with 1.9M reactions from USPTO patents (1976-2016). Task: Predict the product of the given reaction. (1) Given the reactants Br[C:2]1[N:3]([C:12]2[N:13]=[CH:14][N:15]=[C:16]([NH2:19])[C:17]=2[N:18]=1)[C@@H:4]1[O:11][C@H:8]([CH2:9][OH:10])[C@@H:6]([OH:7])[CH2:5]1.[C:20]1([C:28]2[CH:33]=[CH:32][CH:31]=[CH:30][CH:29]=2)[CH:25]=[CH:24][C:23]([CH2:26][NH2:27])=[CH:22][CH:21]=1.C(N(CC)C(C)C)(C)C, predict the reaction product. The product is: [C:20]1([C:28]2[CH:29]=[CH:30][CH:31]=[CH:32][CH:33]=2)[CH:21]=[CH:22][C:23]([CH2:26][NH:27][C:2]2[N:3]([C:12]3[N:13]=[CH:14][N:15]=[C:16]([NH2:19])[C:17]=3[N:18]=2)[C@@H:4]2[O:11][C@H:8]([CH2:9][OH:10])[C@@H:6]([OH:7])[CH2:5]2)=[CH:24][CH:25]=1. (2) Given the reactants Br[C:2]1[C:11]2[C:6](=[CH:7][CH:8]=[C:9]([CH3:12])[CH:10]=2)[N:5]=[C:4]([N:13]2[CH2:19][C:18]3[CH:20]=[CH:21][CH:22]=[CH:23][C:17]=3[S:16](=[O:25])(=[O:24])[CH2:15][CH2:14]2)[CH:3]=1.[NH2:26][C@@H:27]1[C@@H:31]([OH:32])[CH2:30][N:29](C(OCC2C=CC=CC=2)=O)[CH2:28]1, predict the reaction product. The product is: [O:24]=[S:16]1(=[O:25])[C:17]2[CH:23]=[CH:22][CH:21]=[CH:20][C:18]=2[CH2:19][N:13]([C:4]2[CH:3]=[C:2]([NH:26][C@@H:27]3[CH2:28][NH:29][CH2:30][C@H:31]3[OH:32])[C:11]3[C:6](=[CH:7][CH:8]=[C:9]([CH3:12])[CH:10]=3)[N:5]=2)[CH2:14][CH2:15]1. (3) Given the reactants Br[CH2:2][C:3]1[C:4]([N+:15]([O-:17])=[O:16])=[C:5]([CH:12]=[CH:13][CH:14]=1)[C:6]([N:8]([O:10][CH3:11])[CH3:9])=[O:7].C(=O)([O-])[O-:19].[Ca+2].O, predict the reaction product. The product is: [OH:19][CH2:2][C:3]1[C:4]([N+:15]([O-:17])=[O:16])=[C:5]([CH:12]=[CH:13][CH:14]=1)[C:6]([N:8]([O:10][CH3:11])[CH3:9])=[O:7]. (4) Given the reactants [CH3:1][CH:2]1[CH2:7][CH2:6][CH2:5][NH:4][CH2:3]1.[C:8]([OH:18])(=[O:17])[C@H:9]([C:11]1[CH:16]=[CH:15][CH:14]=[CH:13][CH:12]=1)[OH:10].CCOCC, predict the reaction product. The product is: [OH:10][C@@H:9]([C:11]1[CH:16]=[CH:15][CH:14]=[CH:13][CH:12]=1)[C:8]([OH:18])=[O:17].[CH3:1][C@H:2]1[CH2:7][CH2:6][CH2:5][NH:4][CH2:3]1.